From a dataset of Reaction yield outcomes from USPTO patents with 853,638 reactions. Predict the reaction yield, written as a fraction of the theoretical maximum amount of product (1.0 means a 100% yield; for example, 0.34 means a 34% yield). (1) The reactants are [C:1]([C:5]1[CH:6]=[C:7]2[C:12](=[C:13]([F:15])[CH:14]=1)[C:11](=[O:16])[N:10]([C:17]1[CH:22]=[CH:21][CH:20]=[C:19]([C:23]3[CH:28]=[CH:27][N:26]=[C:25]([O:29]C)[CH:24]=3)[C:18]=1[CH2:31][OH:32])[N:9]=[CH:8]2)([CH3:4])([CH3:3])[CH3:2].C[Si](Cl)(C)C.[Na+].[I-].[O-]S([O-])(=S)=O.[Na+].[Na+].C([O-])(O)=O.[Na+]. The catalyst is CC#N. The product is [C:1]([C:5]1[CH:6]=[C:7]2[C:12](=[C:13]([F:15])[CH:14]=1)[C:11](=[O:16])[N:10]([C:17]1[CH:22]=[CH:21][CH:20]=[C:19]([C:23]3[CH:28]=[CH:27][NH:26][C:25](=[O:29])[CH:24]=3)[C:18]=1[CH2:31][OH:32])[N:9]=[CH:8]2)([CH3:4])([CH3:2])[CH3:3]. The yield is 0.480. (2) The reactants are [CH2:1]([O:3][C:4]([C:6]1[CH:7]=[N:8][N:9]([C:11]2[N:15](COCCOC)[C:14]3[CH:22]=[CH:23][CH:24]=[C:25]([Cl:26])[C:13]=3[N:12]=2)[CH:10]=1)=[O:5])[CH3:2].Cl.O1CCOCC1. The catalyst is CCO. The product is [CH2:1]([O:3][C:4]([C:6]1[CH:7]=[N:8][N:9]([C:11]2[NH:15][C:14]3[CH:22]=[CH:23][CH:24]=[C:25]([Cl:26])[C:13]=3[N:12]=2)[CH:10]=1)=[O:5])[CH3:2]. The yield is 0.930. (3) The reactants are [CH3:1][C:2]([O:4][C:5]1[C:10]([C:11](Cl)=[O:12])=[CH:9][CH:8]=[CH:7][CH:6]=1)=[O:3].[NH2:14][C:15]1[S:16][C:17]([C:20]([F:23])([F:22])[F:21])=[N:18][N:19]=1. No catalyst specified. The product is [C:2]([O:4][C:5]1[CH:6]=[CH:7][CH:8]=[CH:9][C:10]=1[C:11]([NH:14][C:15]1[S:16][C:17]([C:20]([F:23])([F:22])[F:21])=[N:18][N:19]=1)=[O:12])(=[O:3])[CH3:1]. The yield is 0.511. (4) The product is [C:13]1([C:8]2[NH:9][C:10]3[C:6]([CH:7]=2)=[CH:5][C:4]([NH2:1])=[CH:12][CH:11]=3)[CH:14]=[CH:15][CH:16]=[CH:17][CH:18]=1. The reactants are [N+:1]([C:4]1[CH:5]=[C:6]2[C:10](=[CH:11][CH:12]=1)[NH:9][C:8]([C:13]1[CH:18]=[CH:17][CH:16]=[CH:15][CH:14]=1)=[CH:7]2)([O-])=O. The catalyst is CO.[Ni]. The yield is 0.770. (5) The reactants are [F:1][C:2]1[CH:7]=[CH:6][C:5]([C:8]2[C:12]([CH2:13][O:14][C:15]3[CH:16]=[C:17]([C:21](O)=[O:22])[N:18]([CH3:20])[N:19]=3)=[C:11]([CH3:24])[O:10][N:9]=2)=[CH:4][CH:3]=1.[NH2:25][CH2:26][C:27]([CH3:30])([OH:29])[CH3:28]. No catalyst specified. The product is [OH:29][C:27]([CH3:30])([CH3:28])[CH2:26][NH:25][C:21]([C:17]1[N:18]([CH3:20])[N:19]=[C:15]([O:14][CH2:13][C:12]2[C:8]([C:5]3[CH:6]=[CH:7][C:2]([F:1])=[CH:3][CH:4]=3)=[N:9][O:10][C:11]=2[CH3:24])[CH:16]=1)=[O:22]. The yield is 0.650. (6) The reactants are [CH3:1][O:2][C:3]([C:5]1[NH:6][C:7](Br)=[CH:8][CH:9]=1)=[O:4].[C:11]1(B(O)O)[C:20]2[C:15](=[CH:16][CH:17]=[CH:18][CH:19]=2)[CH:14]=[CH:13][CH:12]=1.C(=O)([O-])[O-].[Na+].[Na+].C1([As](C2C=CC=CC=2)C2C=CC=CC=2)C=CC=CC=1. The catalyst is CN(C=O)C. The product is [CH3:1][O:2][C:3]([C:5]1[NH:6][C:7]([C:19]2[C:20]3[C:15](=[CH:14][CH:13]=[CH:12][CH:11]=3)[CH:16]=[CH:17][CH:18]=2)=[CH:8][CH:9]=1)=[O:4]. The yield is 0.810.